This data is from Reaction yield outcomes from USPTO patents with 853,638 reactions. The task is: Predict the reaction yield, written as a fraction of the theoretical maximum amount of product (1.0 means a 100% yield; for example, 0.34 means a 34% yield). The reactants are [C:1]([C:4]1[CH:5]=[CH:6][C:7]2[C:8]3[C:16]([C:17]4[CH:22]=[CH:21][CH:20]=[C:19]([N:23]5[CH2:31][C:30]6[C:25](=[CH:26][C:27]([O:32][CH3:33])=[CH:28][CH:29]=6)[C:24]5=[O:34])[C:18]=4[CH3:35])=[N:15][N:14]=[C:13]([C:36]([NH2:38])=[O:37])[C:9]=3[NH:10][C:11]=2[CH:12]=1)(=[O:3])[CH3:2].[CH3:39][Mg]Br. The catalyst is O1CCCC1. The product is [OH:3][C:1]([C:4]1[CH:5]=[CH:6][C:7]2[C:8]3[C:16]([C:17]4[CH:22]=[CH:21][CH:20]=[C:19]([N:23]5[CH2:31][C:30]6[C:25](=[CH:26][C:27]([O:32][CH3:33])=[CH:28][CH:29]=6)[C:24]5=[O:34])[C:18]=4[CH3:35])=[N:15][N:14]=[C:13]([C:36]([NH2:38])=[O:37])[C:9]=3[NH:10][C:11]=2[CH:12]=1)([CH3:39])[CH3:2]. The yield is 0.301.